The task is: Predict hERG channel inhibition at various concentrations.. This data is from hERG Central: cardiac toxicity at 1µM, 10µM, and general inhibition. The molecule is CCCCN(C)C1CCN(C(=S)Nc2cccc(SC)c2)CC1. Results: hERG_inhib (hERG inhibition (general)): blocker.